This data is from Forward reaction prediction with 1.9M reactions from USPTO patents (1976-2016). The task is: Predict the product of the given reaction. (1) Given the reactants [O:1]1[CH2:6][CH2:5][CH2:4][O:3][CH:2]1[C:7]1[CH:12]=[CH:11][C:10]([C:13]([OH:35])([CH3:34])[CH2:14][CH2:15][N:16]([C@H:24]([C:26]2[CH:31]=[CH:30][C:29]([O:32][CH3:33])=[CH:28][CH:27]=2)[CH3:25])[C:17](=O)[O:18]C(C)(C)C)=[CH:9][CH:8]=1.[H-].[Na+], predict the reaction product. The product is: [O:1]1[CH2:6][CH2:5][CH2:4][O:3][CH:2]1[C:7]1[CH:8]=[CH:9][C:10]([C:13]2([CH3:34])[O:35][C:17](=[O:18])[N:16]([C@H:24]([C:26]3[CH:31]=[CH:30][C:29]([O:32][CH3:33])=[CH:28][CH:27]=3)[CH3:25])[CH2:15][CH2:14]2)=[CH:11][CH:12]=1. (2) Given the reactants [CH3:1][N:2]1[CH:7]=[CH:6][C:5]2[C:8]([C:29]3[CH:34]=[CH:33][CH:32]=[CH:31][CH:30]=3)=[C:9]([C:11]3[CH:16]=[CH:15][C:14]([C:17]4([NH:21]C(=O)OC(C)(C)C)[CH2:20][CH2:19][CH2:18]4)=[CH:13][CH:12]=3)[O:10][C:4]=2[C:3]1=[O:35], predict the reaction product. The product is: [NH2:21][C:17]1([C:14]2[CH:13]=[CH:12][C:11]([C:9]3[O:10][C:4]4[C:3](=[O:35])[N:2]([CH3:1])[CH:7]=[CH:6][C:5]=4[C:8]=3[C:29]3[CH:34]=[CH:33][CH:32]=[CH:31][CH:30]=3)=[CH:16][CH:15]=2)[CH2:18][CH2:19][CH2:20]1. (3) The product is: [ClH:46].[ClH:1].[N:15]1[CH:20]=[CH:19][CH:18]=[C:17]([O:21][CH2:22][CH:23]2[CH2:28][NH:27][CH2:26][CH2:25][N:24]2[C:36]([O:38][CH2:39][C:40]2[CH:41]=[CH:42][C:43]([Cl:46])=[CH:44][CH:45]=2)=[O:37])[CH:16]=1. Given the reactants [ClH:1].O1CCOCC1.OC(C(F)(F)F)=O.[N:15]1[CH:20]=[CH:19][CH:18]=[C:17]([O:21][CH2:22][CH:23]2[CH2:28][N:27](C(OC(C)(C)C)=O)[CH2:26][CH2:25][N:24]2[C:36]([O:38][CH2:39][C:40]2[CH:45]=[CH:44][C:43]([Cl:46])=[CH:42][CH:41]=2)=[O:37])[CH:16]=1, predict the reaction product. (4) Given the reactants C([N:8]1[CH2:13][CH2:12][N:11](C(OC(C)(C)C)=O)[C@H:10]([C:21]2[CH:26]=[CH:25][C:24]([Cl:27])=[CH:23][CH:22]=2)[CH2:9]1)C1C=CC=CC=1.[Cl:28]C(OC(Cl)C)=O, predict the reaction product. The product is: [ClH:27].[ClH:28].[Cl:27][C:24]1[CH:23]=[CH:22][C:21]([C@@H:10]2[CH2:9][NH:8][CH2:13][CH2:12][NH:11]2)=[CH:26][CH:25]=1. (5) Given the reactants [Br:1][C:2]1[CH:7]=[CH:6][C:5]([OH:8])=[CH:4][C:3]=1[CH3:9].[CH2:10](Cl)[CH:11]=[CH2:12], predict the reaction product. The product is: [CH2:12]([O:8][C:5]1[CH:6]=[CH:7][C:2]([Br:1])=[C:3]([CH3:9])[CH:4]=1)[CH:11]=[CH2:10]. (6) The product is: [CH3:37][CH2:36][CH2:35][CH2:34][C:33]([N:14]([C@H:10]([C:39]([OH:41])=[O:40])[CH:11]([CH3:13])[CH3:12])[CH2:15][C:16]1[CH:17]=[CH:18][C:19]([C:22]2[CH:27]=[CH:26][CH:25]=[CH:24][C:23]=2[C:28]2[NH:29][N:30]=[N:31][N:32]=2)=[CH:20][CH:21]=1)=[O:38]. Given the reactants C1(C)C=CC=CC=1.CO[C@@:10]([C:39]([OH:41])=[O:40])([N:14]([C:33](=[O:38])[CH2:34][CH2:35][CH2:36][CH3:37])[CH2:15][C:16]1[CH:21]=[CH:20][C:19]([C:22]2[CH:27]=[CH:26][CH:25]=[CH:24][C:23]=2[C:28]2[NH:32][N:31]=[N:30][N:29]=2)=[CH:18][CH:17]=1)[CH:11]([CH3:13])[CH3:12], predict the reaction product. (7) Given the reactants [F:1][C:2]1[CH:3]=[C:4]([CH:47]=[CH:48][CH:49]=1)[CH2:5][N:6]1[C:10]([CH3:11])=[C:9]([C:12]2[C:20]3[C:15](=[N:16][CH:17]=[C:18]([C:21]4[CH:26]=[CH:25][C:24]([N:27]5[CH2:32][CH2:31][N:30]([CH2:33][CH2:34][OH:35])[CH2:29][CH2:28]5)=[CH:23][CH:22]=4)[CH:19]=3)[N:14](S(C3C=CC(C)=CC=3)(=O)=O)[CH:13]=2)[C:8]([CH3:46])=[N:7]1.[OH-].[Li+], predict the reaction product. The product is: [F:1][C:2]1[CH:3]=[C:4]([CH:47]=[CH:48][CH:49]=1)[CH2:5][N:6]1[C:10]([CH3:11])=[C:9]([C:12]2[C:20]3[C:15](=[N:16][CH:17]=[C:18]([C:21]4[CH:22]=[CH:23][C:24]([N:27]5[CH2:32][CH2:31][N:30]([CH2:33][CH2:34][OH:35])[CH2:29][CH2:28]5)=[CH:25][CH:26]=4)[CH:19]=3)[NH:14][CH:13]=2)[C:8]([CH3:46])=[N:7]1.